From a dataset of HIV replication inhibition screening data with 41,000+ compounds from the AIDS Antiviral Screen. Binary Classification. Given a drug SMILES string, predict its activity (active/inactive) in a high-throughput screening assay against a specified biological target. The drug is O=C1COC(c2ccccc2O)=NN1CCN1CCOCC1. The result is 0 (inactive).